From a dataset of Full USPTO retrosynthesis dataset with 1.9M reactions from patents (1976-2016). Predict the reactants needed to synthesize the given product. (1) Given the product [CH3:1][O:2][C:3](=[O:19])[C:4]1[CH:9]=[CH:8][CH:7]=[C:6]([NH:10][C:11]2[C:16]([Cl:17])=[CH:15][N:14]=[C:13]([NH:26][C:22]3[CH:23]=[CH:24][CH:25]=[C:20]([NH2:27])[CH:21]=3)[N:12]=2)[CH:5]=1, predict the reactants needed to synthesize it. The reactants are: [CH3:1][O:2][C:3](=[O:19])[C:4]1[CH:9]=[CH:8][CH:7]=[C:6]([NH:10][C:11]2[C:16]([Cl:17])=[CH:15][N:14]=[C:13](Cl)[N:12]=2)[CH:5]=1.[C:20]1([NH2:27])[CH:25]=[CH:24][CH:23]=[C:22]([NH2:26])[CH:21]=1.Cl. (2) Given the product [CH2:1]([O:3][C:4]([C:5]1[CH:10]=[C:9]2[C:8](=[CH:7][CH:6]=1)[NH:11][CH:12]([C:13]1[CH:18]=[C:17]([Cl:19])[CH:16]=[C:15]([Br:20])[CH:14]=1)[C:49]([CH3:51])([CH3:50])[CH:48]2[OH:52])=[O:21])[CH3:2], predict the reactants needed to synthesize it. The reactants are: [CH2:1]([O:3][C:4](=[O:21])[C:5]1[CH:10]=[CH:9][C:8]([N:11]=[CH:12][C:13]2[CH:18]=[C:17]([Cl:19])[CH:16]=[C:15]([Br:20])[CH:14]=2)=[CH:7][CH:6]=1)[CH3:2].O.[O-]S(C(F)(F)F)(=O)=O.[Yb+3].[O-]S(C(F)(F)F)(=O)=O.[O-]S(C(F)(F)F)(=O)=O.[CH:48](=[O:52])[CH:49]([CH3:51])[CH3:50].O. (3) Given the product [F:1][C:2]1[CH:7]=[CH:6][CH:5]=[CH:4][C:3]=1[CH2:8][C:9]1[C:11]2[CH2:12][N:13]([C:18]([O:20][C:21]([CH3:24])([CH3:23])[CH3:22])=[O:19])[CH2:14][CH2:15][C:16]=2[N:40]=[C:38]([NH:37][C:34]2[CH:35]=[CH:36][C:31]([N:27]3[CH:28]=[CH:29][N:30]=[C:26]3[CH3:25])=[CH:32][CH:33]=2)[N:39]=1, predict the reactants needed to synthesize it. The reactants are: [F:1][C:2]1[CH:7]=[CH:6][CH:5]=[CH:4][C:3]=1[CH2:8][C:9]([CH:11]1[C:16](=O)[CH2:15][CH2:14][N:13]([C:18]([O:20][C:21]([CH3:24])([CH3:23])[CH3:22])=[O:19])[CH2:12]1)=O.[CH3:25][C:26]1[N:27]([C:31]2[CH:36]=[CH:35][C:34]([NH:37][C:38]([NH2:40])=[NH:39])=[CH:33][CH:32]=2)[CH:28]=[CH:29][N:30]=1.C(=O)([O-])[O-].[K+].[K+].C(Cl)Cl. (4) Given the product [C:11]([O:15][C:16]([N:18]1[CH2:24][CH2:23][CH2:22][N:21]([C:2]2[CH:7]=[CH:6][C:5]([N+:8]([O-:10])=[O:9])=[CH:4][CH:3]=2)[CH2:20][CH2:19]1)=[O:17])([CH3:14])([CH3:12])[CH3:13], predict the reactants needed to synthesize it. The reactants are: F[C:2]1[CH:7]=[CH:6][C:5]([N+:8]([O-:10])=[O:9])=[CH:4][CH:3]=1.[C:11]([O:15][C:16]([N:18]1[CH2:24][CH2:23][CH2:22][NH:21][CH2:20][CH2:19]1)=[O:17])([CH3:14])([CH3:13])[CH3:12].C(=O)([O-])[O-].[K+].[K+]. (5) Given the product [CH3:1][O:2][C:3](=[O:16])[CH2:4][CH2:5][NH:6][C:7](=[O:15])[C:8]1[CH:9]=[CH:10][C:11]([O:14][CH2:18][C:19]2[CH:24]=[CH:23][C:22]([C:25]3[CH:30]=[CH:29][C:28]([C:31]([F:32])([F:33])[F:34])=[CH:27][CH:26]=3)=[CH:21][C:20]=2[CH3:35])=[CH:12][CH:13]=1, predict the reactants needed to synthesize it. The reactants are: [CH3:1][O:2][C:3](=[O:16])[CH2:4][CH2:5][NH:6][C:7](=[O:15])[C:8]1[CH:13]=[CH:12][C:11]([OH:14])=[CH:10][CH:9]=1.Cl[CH2:18][C:19]1[CH:24]=[CH:23][C:22]([C:25]2[CH:30]=[CH:29][C:28]([C:31]([F:34])([F:33])[F:32])=[CH:27][CH:26]=2)=[CH:21][C:20]=1[CH3:35].C([O-])([O-])=O.[Cs+].[Cs+]. (6) Given the product [F:16][C:17]1[C:18]([C:2]2[N:3]=[N:4][CH:5]=[C:6]([C:8]3[CH:13]=[CH:12][C:11]([F:14])=[CH:10][CH:9]=3)[CH:7]=2)=[N:19][CH:20]=[C:21]([F:27])[CH:22]=1, predict the reactants needed to synthesize it. The reactants are: Cl[C:2]1[N:3]=[N:4][CH:5]=[C:6]([C:8]2[CH:13]=[CH:12][C:11]([F:14])=[CH:10][CH:9]=2)[CH:7]=1.[Cl-].[F:16][C:17]1[C:18]([Zn+])=[N:19][CH:20]=[C:21]([F:27])[C:22]=1[Si](C)(C)C. (7) Given the product [F:1][C:2]1[C:10]([CH3:11])=[CH:9][CH:8]=[CH:7][C:3]=1[C:4]([O:6][CH3:17])=[O:5], predict the reactants needed to synthesize it. The reactants are: [F:1][C:2]1[C:10]([CH3:11])=[CH:9][CH:8]=[CH:7][C:3]=1[C:4]([OH:6])=[O:5].S(=O)(=O)(O)O.[CH3:17]O.